Regression. Given two drug SMILES strings and cell line genomic features, predict the synergy score measuring deviation from expected non-interaction effect. From a dataset of NCI-60 drug combinations with 297,098 pairs across 59 cell lines. (1) Drug 1: CCCCCOC(=O)NC1=NC(=O)N(C=C1F)C2C(C(C(O2)C)O)O. Drug 2: C(CN)CNCCSP(=O)(O)O. Cell line: HT29. Synergy scores: CSS=-7.78, Synergy_ZIP=3.26, Synergy_Bliss=-1.56, Synergy_Loewe=-8.26, Synergy_HSA=-7.29. (2) Drug 1: CC(C)(C#N)C1=CC(=CC(=C1)CN2C=NC=N2)C(C)(C)C#N. Drug 2: C1=NC(=NC(=O)N1C2C(C(C(O2)CO)O)O)N. Cell line: HCT116. Synergy scores: CSS=38.8, Synergy_ZIP=-0.686, Synergy_Bliss=-4.96, Synergy_Loewe=-8.23, Synergy_HSA=-7.70. (3) Drug 1: CCCS(=O)(=O)NC1=C(C(=C(C=C1)F)C(=O)C2=CNC3=C2C=C(C=N3)C4=CC=C(C=C4)Cl)F. Drug 2: C1=NNC2=C1C(=O)NC=N2. Cell line: UACC62. Synergy scores: CSS=48.2, Synergy_ZIP=7.33, Synergy_Bliss=6.23, Synergy_Loewe=-12.9, Synergy_HSA=6.77. (4) Drug 1: CCN(CC)CCNC(=O)C1=C(NC(=C1C)C=C2C3=C(C=CC(=C3)F)NC2=O)C. Drug 2: CC1CCCC2(C(O2)CC(NC(=O)CC(C(C(=O)C(C1O)C)(C)C)O)C(=CC3=CSC(=N3)C)C)C. Cell line: MCF7. Synergy scores: CSS=23.1, Synergy_ZIP=4.37, Synergy_Bliss=2.28, Synergy_Loewe=-16.8, Synergy_HSA=-2.23. (5) Drug 1: CC12CCC3C(C1CCC2=O)CC(=C)C4=CC(=O)C=CC34C. Drug 2: C1C(C(OC1N2C=NC(=NC2=O)N)CO)O. Cell line: SF-268. Synergy scores: CSS=20.9, Synergy_ZIP=5.58, Synergy_Bliss=8.30, Synergy_Loewe=5.60, Synergy_HSA=5.40. (6) Drug 1: CC(C)(C#N)C1=CC=C(C=C1)N2C3=C4C=C(C=CC4=NC=C3N(C2=O)C)C5=CC6=CC=CC=C6N=C5. Drug 2: CN1C=C(C=N1)C2=C3N=C(C(=C(N3N=C2)N)Br)C4CCCNC4. Cell line: NCI-H460. Synergy scores: CSS=67.6, Synergy_ZIP=11.0, Synergy_Bliss=7.65, Synergy_Loewe=8.96, Synergy_HSA=11.3.